Dataset: Peptide-MHC class I binding affinity with 185,985 pairs from IEDB/IMGT. Task: Regression. Given a peptide amino acid sequence and an MHC pseudo amino acid sequence, predict their binding affinity value. This is MHC class I binding data. The peptide sequence is FAVRPQVPL. The MHC is HLA-B51:01 with pseudo-sequence HLA-B51:01. The binding affinity (normalized) is 0.410.